Predict the product of the given reaction. From a dataset of Forward reaction prediction with 1.9M reactions from USPTO patents (1976-2016). (1) Given the reactants [Br:1][C:2]1[CH:18]=[CH:17][C:5]2[C:6]3[N:10]([CH2:11][CH2:12][O:13][C:4]=2[CH:3]=1)[CH:9]=[C:8]([C:14](O)=[O:15])[N:7]=3.CC[N:21]=C=NCCCN(C)C.C1C=CC2N(O)N=NC=2C=1.[Cl-].[NH4+].C(N(CC)CC)C, predict the reaction product. The product is: [Br:1][C:2]1[CH:18]=[CH:17][C:5]2[C:6]3[N:10]([CH2:11][CH2:12][O:13][C:4]=2[CH:3]=1)[CH:9]=[C:8]([C:14]([NH2:21])=[O:15])[N:7]=3. (2) Given the reactants [NH2:1][CH2:2][C@@H:3]([N:5]1[CH:9]=[CH:8][C:7]([C:10]2[CH:17]=[CH:16][C:13]([C:14]#[N:15])=[C:12]([Cl:18])[CH:11]=2)=[N:6]1)[CH3:4].[C:19]([C:22]1[CH:26]=[C:25]([C:27](O)=[O:28])[NH:24][N:23]=1)(=[O:21])[CH3:20], predict the reaction product. The product is: [C:19]([C:22]1[CH:26]=[C:25]([C:27]([NH:1][CH2:2][C@@H:3]([N:5]2[CH:9]=[CH:8][C:7]([C:10]3[CH:17]=[CH:16][C:13]([C:14]#[N:15])=[C:12]([Cl:18])[CH:11]=3)=[N:6]2)[CH3:4])=[O:28])[NH:24][N:23]=1)(=[O:21])[CH3:20]. (3) Given the reactants [C:1]1([C:7]#[C:8][C:9](=[N:16][C:17]([CH3:20])(C)C)[C:10]2[CH:15]=[CH:14][CH:13]=[CH:12][CH:11]=2)[CH:6]=[CH:5][CH:4]=CC=1.ClCCl, predict the reaction product. The product is: [C:10]1([C:9]2[N:16]=[CH:17][C:20]3[C:7]([CH:8]=2)=[CH:1][CH:6]=[CH:5][CH:4]=3)[CH:11]=[CH:12][CH:13]=[CH:14][CH:15]=1. (4) The product is: [CH2:17]([N:19]1[CH:23]=[C:22]([C:2]2[CH:7]=[C:6]([O:8][C:9]3[CH:15]=[CH:14][C:12]([NH2:13])=[C:11]([F:16])[CH:10]=3)[CH:5]=[CH:4][N:3]=2)[CH:21]=[N:20]1)[CH3:18]. Given the reactants Cl[C:2]1[CH:7]=[C:6]([O:8][C:9]2[CH:15]=[CH:14][C:12]([NH2:13])=[C:11]([F:16])[CH:10]=2)[CH:5]=[CH:4][N:3]=1.[CH2:17]([N:19]1[CH:23]=[C:22](B2OC(C)(C)C(C)(C)O2)[CH:21]=[N:20]1)[CH3:18].C([O-])([O-])=O.[Na+].[Na+], predict the reaction product. (5) Given the reactants Cl.Cl.Cl.[O:4]1[C:12]2[CH:11]=[CH:10][N:9]=[C:8]([N:13]3[CH2:18][CH2:17][N:16]([CH2:19][CH2:20][C@H:21]4[CH2:26][CH2:25][C@H:24]([NH2:27])[CH2:23][CH2:22]4)[CH2:15][CH2:14]3)[C:7]=2[CH2:6][CH2:5]1.[CH3:28][S:29]([CH2:32][C:33](O)=[O:34])(=[O:31])=[O:30], predict the reaction product. The product is: [O:4]1[C:12]2[CH:11]=[CH:10][N:9]=[C:8]([N:13]3[CH2:18][CH2:17][N:16]([CH2:19][CH2:20][C@H:21]4[CH2:26][CH2:25][C@H:24]([NH:27][C:33](=[O:34])[CH2:32][S:29]([CH3:28])(=[O:31])=[O:30])[CH2:23][CH2:22]4)[CH2:15][CH2:14]3)[C:7]=2[CH2:6][CH2:5]1.